From a dataset of Drug-target binding data from BindingDB using IC50 measurements. Regression. Given a target protein amino acid sequence and a drug SMILES string, predict the binding affinity score between them. We predict pIC50 (pIC50 = -log10(IC50 in M); higher means more potent). Dataset: bindingdb_ic50. The drug is C=C1C(=O)O[C@@H]2/C=C(\C)CCC=C(C)C[C@@H](OC(=O)/C(=C/CO)CO)[C@@H]12. The target protein (Q9HVW7) has sequence MDKLIITGGNRLDGEIRISGAKNSALPILAATLLADTPVTVCNLPHLHDITTMIELFGRMGVQPIIDEKLNVEVDASSIKTLVAPYELVKTMRASILVLGPMLARFGEAEVALPGGCAIGSRPVDLHIRGLEAMGAQIEVEGGYIKAKAPAGGLRGGHFFFDTVSVTGTENLMMAAALANGRTVLQNAAREPEVVDLANCLNAMGANVQGAGSDTIVIEGVKRLGGARYDVLPDRIETGTYLVAAAATGGRVKLKDTDPTILEAVLQKLEEAGAHISTGSNWIELDMKGNRPKAVNVRTAPYPAFPTDMQAQFISMNAVAEGTGAVIETVFENRFMHVYEMNRMGAQILVEGNTAIVTGVPKLKGAPVMATDLRASASLVIAGLVAEGDTLIDRIYHIDRGYECIEEKLQLLGAKIRRVPG. The pIC50 is 4.7.